Regression. Given a peptide amino acid sequence and an MHC pseudo amino acid sequence, predict their binding affinity value. This is MHC class II binding data. From a dataset of Peptide-MHC class II binding affinity with 134,281 pairs from IEDB. (1) The peptide sequence is AGELELQFRRVKSKYPEGTK. The MHC is HLA-DPA10103-DPB10301 with pseudo-sequence HLA-DPA10103-DPB10301. The binding affinity (normalized) is 0.128. (2) The peptide sequence is ISATPEWATPFPHRK. The MHC is HLA-DQA10104-DQB10503 with pseudo-sequence HLA-DQA10104-DQB10503. The binding affinity (normalized) is 0.0993. (3) The peptide sequence is AAFSRMLSLFFRQHI. The MHC is HLA-DPA10103-DPB10301 with pseudo-sequence HLA-DPA10103-DPB10301. The binding affinity (normalized) is 0.693. (4) The peptide sequence is EKKYFAMTQFEPLAA. The MHC is HLA-DQA10401-DQB10402 with pseudo-sequence HLA-DQA10401-DQB10402. The binding affinity (normalized) is 0.340.